This data is from NCI-60 drug combinations with 297,098 pairs across 59 cell lines. The task is: Regression. Given two drug SMILES strings and cell line genomic features, predict the synergy score measuring deviation from expected non-interaction effect. (1) Drug 1: CC1=C(C(CCC1)(C)C)C=CC(=CC=CC(=CC(=O)O)C)C. Drug 2: CC12CCC3C(C1CCC2OP(=O)(O)O)CCC4=C3C=CC(=C4)OC(=O)N(CCCl)CCCl.[Na+]. Cell line: MDA-MB-435. Synergy scores: CSS=15.1, Synergy_ZIP=1.77, Synergy_Bliss=-5.90, Synergy_Loewe=-0.227, Synergy_HSA=-2.43. (2) Drug 1: CC12CCC3C(C1CCC2=O)CC(=C)C4=CC(=O)C=CC34C. Drug 2: C1=CC(=C2C(=C1NCCNCCO)C(=O)C3=C(C=CC(=C3C2=O)O)O)NCCNCCO. Cell line: MOLT-4. Synergy scores: CSS=84.8, Synergy_ZIP=0.706, Synergy_Bliss=0.481, Synergy_Loewe=0.469, Synergy_HSA=1.30. (3) Drug 1: CC1=C(C=C(C=C1)NC(=O)C2=CC=C(C=C2)CN3CCN(CC3)C)NC4=NC=CC(=N4)C5=CN=CC=C5. Cell line: NCI-H226. Drug 2: CS(=O)(=O)OCCCCOS(=O)(=O)C. Synergy scores: CSS=1.76, Synergy_ZIP=-2.21, Synergy_Bliss=-4.62, Synergy_Loewe=-37.7, Synergy_HSA=-3.65. (4) Drug 1: CC1=C2C(C(=O)C3(C(CC4C(C3C(C(C2(C)C)(CC1OC(=O)C(C(C5=CC=CC=C5)NC(=O)OC(C)(C)C)O)O)OC(=O)C6=CC=CC=C6)(CO4)OC(=O)C)O)C)O. Drug 2: C1=NC(=NC(=O)N1C2C(C(C(O2)CO)O)O)N. Cell line: UACC62. Synergy scores: CSS=40.5, Synergy_ZIP=2.02, Synergy_Bliss=5.69, Synergy_Loewe=6.26, Synergy_HSA=6.93. (5) Drug 2: CCC1(C2=C(COC1=O)C(=O)N3CC4=CC5=C(C=CC(=C5CN(C)C)O)N=C4C3=C2)O.Cl. Drug 1: C1=CC=C(C(=C1)C(C2=CC=C(C=C2)Cl)C(Cl)Cl)Cl. Synergy scores: CSS=11.7, Synergy_ZIP=-2.57, Synergy_Bliss=-0.619, Synergy_Loewe=-15.8, Synergy_HSA=-0.849. Cell line: IGROV1. (6) Drug 1: C1=CC(=C2C(=C1NCCNCCO)C(=O)C3=C(C=CC(=C3C2=O)O)O)NCCNCCO. Drug 2: C1=NC2=C(N=C(N=C2N1C3C(C(C(O3)CO)O)O)F)N. Cell line: SNB-19. Synergy scores: CSS=49.3, Synergy_ZIP=-0.707, Synergy_Bliss=-0.943, Synergy_Loewe=-9.55, Synergy_HSA=2.00. (7) Drug 1: C1=CC(=C2C(=C1NCCNCCO)C(=O)C3=C(C=CC(=C3C2=O)O)O)NCCNCCO. Cell line: CAKI-1. Synergy scores: CSS=69.1, Synergy_ZIP=0.215, Synergy_Bliss=-0.116, Synergy_Loewe=5.27, Synergy_HSA=8.32. Drug 2: C1=CN(C(=O)N=C1N)C2C(C(C(O2)CO)O)O.Cl.